Dataset: Full USPTO retrosynthesis dataset with 1.9M reactions from patents (1976-2016). Task: Predict the reactants needed to synthesize the given product. Given the product [CH3:31][O:30][C:28](=[O:29])[NH:27][CH:23]([C:22]([N:20]1[CH2:21][C:17](=[O:16])[CH2:18][CH:19]1[C:33]1[NH:34][CH:35]=[C:36]([C:38]2[CH:47]=[CH:46][C:45]3[C:40](=[CH:41][CH:42]=[C:43]([C:48]4[CH:53]=[CH:52][C:51]([C:54]5[NH:58][C:57]([CH:59]6[CH2:63][CH2:62][CH2:61][N:60]6[C:7](=[O:9])[CH:6]([N:5]([CH3:3])[CH3:72])[C:10]6[CH:11]=[CH:12][CH:13]=[CH:14][CH:15]=6)=[N:56][CH:55]=5)=[CH:50][CH:49]=4)[CH:44]=3)[CH:39]=2)[N:37]=1)=[O:32])[CH:24]([CH3:26])[CH3:25], predict the reactants needed to synthesize it. The reactants are: CO[C:3]([NH:5][C@H:6]([C:10]1[CH:15]=[CH:14][CH:13]=[CH:12][CH:11]=1)[C:7]([OH:9])=O)=O.[OH:16][C@@H:17]1[CH2:21][N:20]([C:22](=[O:32])[C@@H:23]([NH:27][C:28]([O:30][CH3:31])=[O:29])[CH:24]([CH3:26])[CH3:25])[C@H:19]([C:33]2[NH:34][CH:35]=[C:36]([C:38]3[CH:39]=[C:40]4[C:45](=[CH:46][CH:47]=3)[CH:44]=[C:43]([C:48]3[CH:53]=[CH:52][C:51]([C:54]5[NH:58][C:57]([C@@H:59]6[CH2:63][CH2:62][CH2:61][N:60]6C(OC(C)(C)C)=O)=[N:56][CH:55]=5)=[CH:50][CH:49]=3)[CH:42]=[CH:41]4)[N:37]=2)[CH2:18]1.O[C@@H:72]1CN(C(=O)[C@@H](NC(OC)=O)C(C)C)[C@H](C2NC=C(C3C=CC(C4C=C5C(=CC=4)C=C(C4NC([C@@H]6CCCN6C(OC(C)(C)C)=O)=NC=4)C=C5)=CC=3)N=2)C1.